This data is from Cav3 T-type calcium channel HTS with 100,875 compounds. The task is: Binary Classification. Given a drug SMILES string, predict its activity (active/inactive) in a high-throughput screening assay against a specified biological target. (1) The molecule is S(=O)(=O)(NCc1nc2sccn2c1)c1sc(CC)cc1. The result is 0 (inactive). (2) The result is 0 (inactive). The drug is Clc1ccc(C2N(C(=O)C(O)=C2C(=O)c2oc(cc2)C)c2ncccn2)cc1. (3) The compound is o1nc(nc1c1ccc(c2ccccc2)cc1)c1ccncc1. The result is 0 (inactive). (4) The molecule is n12c3c(c4c1ccc(C1CCCCC1)c4)CCCC3=NCC2. The result is 0 (inactive). (5) The drug is S(=O)(=O)(N1CCCC1)c1ccc(NC(=O)c2c(n(nc2)CC)C)cc1. The result is 0 (inactive). (6) The compound is O1CCN(CCCn2c3nc4n(c(=O)c3cc(c2=O)C#N)cccc4)CC1. The result is 0 (inactive). (7) The compound is S(c1n(\c([nH]n1)=C1\C=c2c(=CC1=O)cccc2)C)C. The result is 0 (inactive). (8) The molecule is S(=O)(=O)(Nc1c2c([nH]c1C(OC)=O)cccc2)CC. The result is 0 (inactive). (9) The drug is S(=O)(=O)(N1CCN(CC1)C(=O)c1c(F)cccc1)c1c(OC)cc(NC(=O)C)c(OC)c1. The result is 0 (inactive). (10) The compound is s1c(N2CCN(C3CC(=O)N(C3=O)Cc3sccc3)CC2)nc2c1cccc2. The result is 0 (inactive).